This data is from Full USPTO retrosynthesis dataset with 1.9M reactions from patents (1976-2016). The task is: Predict the reactants needed to synthesize the given product. (1) The reactants are: [N:1]1([C:5]2[N:14]=[C:13]3[C:8]([C:9](=[O:20])[C:10]([C:15]([O:17]CC)=[O:16])=[CH:11][NH:12]3)=[C:7]([CH3:21])[C:6]=2[F:22])[CH2:4][CH2:3][CH2:2]1.[Li+].[OH-].C(O)(=O)CC(CC(O)=O)(C(O)=O)O. Given the product [N:1]1([C:5]2[N:14]=[C:13]3[C:8]([C:9](=[O:20])[C:10]([C:15]([OH:17])=[O:16])=[CH:11][NH:12]3)=[C:7]([CH3:21])[C:6]=2[F:22])[CH2:4][CH2:3][CH2:2]1, predict the reactants needed to synthesize it. (2) Given the product [C:1]([C:4]1[S:5][CH:6]=[CH:7][C:8]=1[OH:9])(=[O:3])[CH3:2], predict the reactants needed to synthesize it. The reactants are: [C:1]([C:4]1[S:5][C:6](C(OC)=O)=[CH:7][C:8]=1[OH:9])(=[O:3])[CH3:2].[OH-].[Na+]. (3) The reactants are: Br[C:2]1[C:10]2[C:5](=[N:6][C:7]([O:11][CH2:12][C:13]3[CH:18]=[CH:17][CH:16]=[CH:15][N:14]=3)=[CH:8][CH:9]=2)[N:4]([CH3:19])[CH:3]=1.[O:20]=[C:21]1[NH:26][CH2:25][CH2:24][N:23]([C:27]([O:29][CH3:30])=[O:28])[CH2:22]1.P([O-])([O-])([O-])=O.[K+].[K+].[K+].CNCCNC. Given the product [CH3:19][N:4]1[C:5]2=[N:6][C:7]([O:11][CH2:12][C:13]3[CH:18]=[CH:17][CH:16]=[CH:15][N:14]=3)=[CH:8][CH:9]=[C:10]2[C:2]([N:26]2[CH2:25][CH2:24][N:23]([C:27]([O:29][CH3:30])=[O:28])[CH2:22][C:21]2=[O:20])=[CH:3]1, predict the reactants needed to synthesize it.